This data is from Retrosynthesis with 50K atom-mapped reactions and 10 reaction types from USPTO. The task is: Predict the reactants needed to synthesize the given product. (1) Given the product c1ccc(-c2ccc(Nc3ccccc3-c3ccccc3)cc2)cc1, predict the reactants needed to synthesize it. The reactants are: Ic1ccc(-c2ccccc2)cc1.Nc1ccccc1-c1ccccc1. (2) Given the product CC(C)(C)OC(=O)n1cnc(CO)c1, predict the reactants needed to synthesize it. The reactants are: CC(C)(C)OC(=O)OC(=O)OC(C)(C)C.OCc1c[nH]cn1. (3) Given the product Nc1ccc(N2CCN(c3ccncc3)CC2)cc1, predict the reactants needed to synthesize it. The reactants are: O=[N+]([O-])c1ccc(N2CCN(c3ccncc3)CC2)cc1.